This data is from Reaction yield outcomes from USPTO patents with 853,638 reactions. The task is: Predict the reaction yield, written as a fraction of the theoretical maximum amount of product (1.0 means a 100% yield; for example, 0.34 means a 34% yield). The reactants are [CH:1]1[C:9]2[C:8]3[CH:10]=[CH:11][CH:12]=[CH:13][C:7]=3[O:6][C:5]=2[CH:4]=[CH:3][C:2]=1B(O)O.[Br:17][C:18]1[CH:27]=[CH:26][C:25]2[C:20](=[CH:21][CH:22]=[C:23](Br)[CH:24]=2)[CH:19]=1.C(COC)OC.C(=O)([O-])[O-].[Na+].[Na+]. The catalyst is C1C=CC([P]([Pd]([P](C2C=CC=CC=2)(C2C=CC=CC=2)C2C=CC=CC=2)([P](C2C=CC=CC=2)(C2C=CC=CC=2)C2C=CC=CC=2)[P](C2C=CC=CC=2)(C2C=CC=CC=2)C2C=CC=CC=2)(C2C=CC=CC=2)C2C=CC=CC=2)=CC=1.O. The product is [Br:17][C:18]1[CH:19]=[C:20]2[C:25](=[CH:26][CH:27]=1)[CH:24]=[C:23]([C:2]1[CH:3]=[CH:4][C:5]3[O:6][C:7]4[CH:13]=[CH:12][CH:11]=[CH:10][C:8]=4[C:9]=3[CH:1]=1)[CH:22]=[CH:21]2. The yield is 0.380.